This data is from Forward reaction prediction with 1.9M reactions from USPTO patents (1976-2016). The task is: Predict the product of the given reaction. (1) The product is: [CH3:38][C:35]1[CH:36]=[CH:37][C:32]([N:28]2[C:29]([NH:31][C:10]([C:3]3[CH:2]=[N:1][N:5]4[CH:6]=[CH:7][CH:8]=[N:9][C:4]=34)=[O:11])=[CH:30][C:26]([N:23]3[CH2:22][CH2:21][N:20]([C:18]([O:17][C:13]([CH3:16])([CH3:15])[CH3:14])=[O:19])[CH2:25][CH2:24]3)=[N:27]2)=[N:33][CH:34]=1. Given the reactants [N:1]1[N:5]2[CH:6]=[CH:7][CH:8]=[N:9][C:4]2=[C:3]([C:10](Cl)=[O:11])[CH:2]=1.[C:13]([O:17][C:18]([N:20]1[CH2:25][CH2:24][N:23]([C:26]2[CH:30]=[C:29]([NH2:31])[N:28]([C:32]3[CH:37]=[CH:36][C:35]([CH3:38])=[CH:34][N:33]=3)[N:27]=2)[CH2:22][CH2:21]1)=[O:19])([CH3:16])([CH3:15])[CH3:14].O, predict the reaction product. (2) Given the reactants [F:1][C:2]([F:36])([F:35])[C:3]1[CH:4]=[C:5]([CH:28]=[C:29]([C:31]([F:34])([F:33])[F:32])[CH:30]=1)[C:6]([N:8]1[CH2:13][CH2:12][N:11]([CH2:14][C:15]([OH:17])=O)[CH2:10][C@H:9]1[CH2:18][C:19]1[C:27]2[C:22](=[CH:23][CH:24]=[CH:25][CH:26]=2)[NH:21][CH:20]=1)=[O:7].[CH:37]1([N:42]2[CH2:47][CH2:46][NH:45][CH2:44][CH2:43]2)[CH2:41][CH2:40][CH2:39][CH2:38]1.[ClH:48].CN(C)CCCN=C=NCC.ON1C2C=CC=CC=2N=N1, predict the reaction product. The product is: [ClH:48].[F:34][C:31]([F:32])([F:33])[C:29]1[CH:28]=[C:5]([CH:4]=[C:3]([C:2]([F:36])([F:35])[F:1])[CH:30]=1)[C:6]([N:8]1[CH2:13][CH2:12][N:11]([CH2:14][C:15]([N:45]2[CH2:46][CH2:47][N:42]([CH:37]3[CH2:41][CH2:40][CH2:39][CH2:38]3)[CH2:43][CH2:44]2)=[O:17])[CH2:10][C@H:9]1[CH2:18][C:19]1[C:27]2[C:22](=[CH:23][CH:24]=[CH:25][CH:26]=2)[NH:21][CH:20]=1)=[O:7].